Dataset: Peptide-MHC class II binding affinity with 134,281 pairs from IEDB. Task: Regression. Given a peptide amino acid sequence and an MHC pseudo amino acid sequence, predict their binding affinity value. This is MHC class II binding data. (1) The peptide sequence is VRSGGHDYEGLSYRS. The MHC is HLA-DPA10103-DPB10401 with pseudo-sequence HLA-DPA10103-DPB10401. The binding affinity (normalized) is 0.206. (2) The peptide sequence is ASFIYDGRLVDSIGS. The MHC is DRB3_0101 with pseudo-sequence DRB3_0101. The binding affinity (normalized) is 0.500.